Dataset: Forward reaction prediction with 1.9M reactions from USPTO patents (1976-2016). Task: Predict the product of the given reaction. (1) Given the reactants [OH:1][CH:2]1[CH2:10][C:9]2[N:8]([C:11]3[CH:16]=[C:15]([I:17])[CH:14]=[CH:13][N:12]=3)[N:7]=[C:6]([C:18]([OH:20])=O)[C:5]=2[CH2:4][CH2:3]1.[Cl-].[NH4+:22], predict the reaction product. The product is: [OH:1][CH:2]1[CH2:10][C:9]2[N:8]([C:11]3[CH:16]=[C:15]([I:17])[CH:14]=[CH:13][N:12]=3)[N:7]=[C:6]([C:18]([NH2:22])=[O:20])[C:5]=2[CH2:4][CH2:3]1. (2) Given the reactants [Br:1][C:2]1[S:6][C:5]([NH2:7])=[N:4][N:3]=1.Br[CH2:9][C:10](=O)[C:11]([O:13][CH2:14][CH3:15])=[O:12].C(Cl)Cl.CCOC(C)=O.C(Cl)Cl, predict the reaction product. The product is: [Br:1][C:2]1[S:6][C:5]2=[N:7][C:10]([C:11]([O:13][CH2:14][CH3:15])=[O:12])=[CH:9][N:4]2[N:3]=1. (3) Given the reactants [CH3:1][C:2]1[CH:7]=[CH:6][C:5]([N+:8]([O-])=O)=[CH:4][C:3]=1[C:11]1[CH:15]=[CH:14][O:13][CH:12]=1, predict the reaction product. The product is: [CH3:1][C:2]1[CH:7]=[CH:6][C:5]([NH2:8])=[CH:4][C:3]=1[C:11]1[CH:15]=[CH:14][O:13][CH:12]=1.